Task: Regression. Given two drug SMILES strings and cell line genomic features, predict the synergy score measuring deviation from expected non-interaction effect.. Dataset: Merck oncology drug combination screen with 23,052 pairs across 39 cell lines (1) Drug 1: CN(Cc1cnc2nc(N)nc(N)c2n1)c1ccc(C(=O)NC(CCC(=O)O)C(=O)O)cc1. Drug 2: Cn1nnc2c(C(N)=O)ncn2c1=O. Cell line: OCUBM. Synergy scores: synergy=-1.21. (2) Drug 1: N#Cc1ccc(Cn2cncc2CN2CCN(c3cccc(Cl)c3)C(=O)C2)cc1. Drug 2: CS(=O)(=O)CCNCc1ccc(-c2ccc3ncnc(Nc4ccc(OCc5cccc(F)c5)c(Cl)c4)c3c2)o1. Cell line: RKO. Synergy scores: synergy=16.5.